Task: Predict the product of the given reaction.. Dataset: Forward reaction prediction with 1.9M reactions from USPTO patents (1976-2016) (1) Given the reactants [Cl:1][C:2]1[CH:7]=[CH:6][C:5]([C:8]2[S:9][C:10]3[C:11](=[O:34])[N:12]([C:17]4[CH:22]=[CH:21][C:20]([CH2:23][CH2:24][CH:25](OCC)[O:26]CC)=[C:19]([O:32][CH3:33])[CH:18]=4)[CH:13]=[CH:14][C:15]=3[N:16]=2)=[CH:4][CH:3]=1.C(O)(=O)C, predict the reaction product. The product is: [Cl:1][C:2]1[CH:7]=[CH:6][C:5]([C:8]2[S:9][C:10]3[C:11](=[O:34])[N:12]([C:17]4[CH:22]=[CH:21][C:20]([CH2:23][CH2:24][CH:25]=[O:26])=[C:19]([O:32][CH3:33])[CH:18]=4)[CH:13]=[CH:14][C:15]=3[N:16]=2)=[CH:4][CH:3]=1. (2) Given the reactants Cl[C:2]1[CH:3]=[CH:4][C:5]2[N:6]=[C:7]([NH:18][CH2:19][C:20]3[CH:21]=[C:22]([S:26]([NH2:29])(=[O:28])=[O:27])[CH:23]=[CH:24][CH:25]=3)[N:8]=[C:9]([NH:12][CH2:13][C:14]([F:17])([F:16])[F:15])[C:10]=2[N:11]=1.[CH3:30][S:31]([C:34]1[CH:35]=[C:36](B(O)O)[CH:37]=[CH:38][CH:39]=1)(=[O:33])=[O:32].C(=O)([O-])[O-].[K+].[K+], predict the reaction product. The product is: [CH3:30][S:31]([C:34]1[CH:39]=[C:38]([C:2]2[CH:3]=[CH:4][C:5]3[N:6]=[C:7]([NH:18][CH2:19][C:20]4[CH:21]=[C:22]([S:26]([NH2:29])(=[O:28])=[O:27])[CH:23]=[CH:24][CH:25]=4)[N:8]=[C:9]([NH:12][CH2:13][C:14]([F:17])([F:15])[F:16])[C:10]=3[N:11]=2)[CH:37]=[CH:36][CH:35]=1)(=[O:33])=[O:32]. (3) Given the reactants C([O:8][C:9]1[CH:14]=[C:13]([O:15]CC2C=CC=CC=2)[C:12]([C:23]([CH3:25])=[CH2:24])=[CH:11][C:10]=1[C:26]([N:28]1[CH2:33][CH2:32][CH:31]([CH2:34][CH:35]=O)[CH2:30][CH2:29]1)=[O:27])C1C=CC=CC=1.[C:37]([O:41][C:42](=[O:52])[C@H:43]([CH2:45][C:46]1[CH:51]=[CH:50][CH:49]=[CH:48][CH:47]=1)[NH2:44])([CH3:40])([CH3:39])[CH3:38], predict the reaction product. The product is: [OH:8][C:9]1[CH:14]=[C:13]([OH:15])[C:12]([CH:23]([CH3:24])[CH3:25])=[CH:11][C:10]=1[C:26]([N:28]1[CH2:33][CH2:32][CH:31]([CH2:34][CH2:35][NH:44][C@H:43]([C:42]([O:41][C:37]([CH3:40])([CH3:38])[CH3:39])=[O:52])[CH2:45][C:46]2[CH:51]=[CH:50][CH:49]=[CH:48][CH:47]=2)[CH2:30][CH2:29]1)=[O:27]. (4) Given the reactants Cl[C:2]1[N:7]=[CH:6][C:5]([F:8])=[CH:4][N:3]=1.C[C:10]([N:12](C)C)=O, predict the reaction product. The product is: [F:8][C:5]1[CH:4]=[N:3][C:2]([C:10]#[N:12])=[N:7][CH:6]=1. (5) Given the reactants [ClH:1].C(OC(N1[C@H](C2NC=C(C3C=CC([C:26]4[CH:27]=[C:28]5[C:33](=[CH:34][CH:35]=4)[N:32]=[C:31](C4N=C([C@@H]6C[C@@H]7[C@@H](C7)N6C(OC(C)(C)C)=O)NC=4)[CH:30]=[CH:29]5)=CC=3)N=2)C[C@@H]2[C@H]1C2)=O)(C)(C)C, predict the reaction product. The product is: [ClH:1].[N:32]1[C:33]2[C:28](=[CH:27][CH:26]=[CH:35][CH:34]=2)[CH:29]=[CH:30][CH:31]=1. (6) Given the reactants [F:1][C:2]1[CH:7]=[CH:6][C:5]([C:8]2[C:13]([C:14]([O:16][CH3:17])=[O:15])=[C:12]([CH:18]([CH3:20])[CH3:19])[N:11]=[C:10](OS(C3C=CC(C)=CC=3)(=O)=O)[N:9]=2)=[CH:4][CH:3]=1.[CH3:32][NH:33][S:34]([CH3:37])(=[O:36])=[O:35].C(=O)([O-])[O-].[K+].[K+].C1(C)C=CC=CC=1, predict the reaction product. The product is: [F:1][C:2]1[CH:3]=[CH:4][C:5]([C:8]2[C:13]([C:14]([O:16][CH3:17])=[O:15])=[C:12]([CH:18]([CH3:20])[CH3:19])[N:11]=[C:10]([N:33]([CH3:32])[S:34]([CH3:37])(=[O:36])=[O:35])[N:9]=2)=[CH:6][CH:7]=1. (7) Given the reactants Cl[CH:2]([C:14]1[CH:19]=[CH:18][CH:17]=[CH:16][CH:15]=1)[C:3]([C:5]1[C:13]2[C:8](=[CH:9][CH:10]=[CH:11][CH:12]=2)[NH:7][CH:6]=1)=[O:4].[CH3:20][N:21]([CH2:23][C:24]1[CH:25]=[C:26]([CH:28]=[C:29]([O:31][CH3:32])[CH:30]=1)[NH2:27])[CH3:22], predict the reaction product. The product is: [CH3:22][N:21]([CH2:23][C:24]1[CH:25]=[C:26]([NH:27][CH:2]([C:14]2[CH:19]=[CH:18][CH:17]=[CH:16][CH:15]=2)[C:3]([C:5]2[C:13]3[C:8](=[CH:9][CH:10]=[CH:11][CH:12]=3)[NH:7][CH:6]=2)=[O:4])[CH:28]=[C:29]([O:31][CH3:32])[CH:30]=1)[CH3:20].